From a dataset of Reaction yield outcomes from USPTO patents with 853,638 reactions. Predict the reaction yield, written as a fraction of the theoretical maximum amount of product (1.0 means a 100% yield; for example, 0.34 means a 34% yield). (1) The reactants are [N+:1]([C:4]1[CH:12]=[C:11]2[C:7]([CH:8]=[N:9][NH:10]2)=[CH:6][CH:5]=1)([O-:3])=[O:2].C(#N)C.[B-](F)(F)(F)[F:17].[B-](F)(F)(F)F.C1[N+]2(CCl)CC[N+](F)(CC2)C1. The catalyst is C(O)(=O)C. The product is [F:17][C:8]1[C:7]2[C:11](=[CH:12][C:4]([N+:1]([O-:3])=[O:2])=[CH:5][CH:6]=2)[NH:10][N:9]=1. The yield is 0.390. (2) The reactants are [F:1][C:2]([F:16])([O:6][C:7]1[CH:8]=[C:9]([CH:13]=[CH:14][CH:15]=1)[C:10]([OH:12])=O)[CH:3]([F:5])[F:4].C(Cl)(=O)C(Cl)=O.O1CCCC1.[NH2:28][C:29]1[CH:30]=[CH:31][C:32]([O:51][CH3:52])=[C:33]([CH:50]=1)[O:34][C:35]1[CH:36]=[CH:37][C:38]2[N:39]([CH:41]=[C:42]([NH:44][C:45]([CH:47]3[CH2:49][CH2:48]3)=[O:46])[N:43]=2)[N:40]=1. The catalyst is CN(C)C=O.CN1CCCC1=O. The product is [CH:47]1([C:45]([NH:44][C:42]2[N:43]=[C:38]3[CH:37]=[CH:36][C:35]([O:34][C:33]4[CH:50]=[C:29]([NH:28][C:10](=[O:12])[C:9]5[CH:13]=[CH:14][CH:15]=[C:7]([O:6][C:2]([F:1])([F:16])[CH:3]([F:4])[F:5])[CH:8]=5)[CH:30]=[CH:31][C:32]=4[O:51][CH3:52])=[N:40][N:39]3[CH:41]=2)=[O:46])[CH2:48][CH2:49]1. The yield is 0.640. (3) The reactants are Br[C:2]1[CH:3]=[C:4]([C:8]2[CH:9]=[C:10]3[C:15](=[C:16]([NH2:18])[N:17]=2)[CH:14]=[N:13][C:12]2[CH:19]=[C:20]([O:25][CH3:26])[C:21]([O:23][CH3:24])=[CH:22][C:11]3=2)[CH:5]=[N:6][CH:7]=1.[CH3:27][O:28][C:29]1[CH:34]=[CH:33][C:32]([OH:35])=[CH:31][CH:30]=1.CC(C)([O-])C.[Na+].C(P(C(C)(C)C)C1C=CC=CC=1C1C(C(C)C)=CC(C(C)C)=CC=1C(C)C)(C)(C)C. The catalyst is CS(C)=O.C1C=CC(/C=C/C(/C=C/C2C=CC=CC=2)=O)=CC=1.C1C=CC(/C=C/C(/C=C/C2C=CC=CC=2)=O)=CC=1.C1C=CC(/C=C/C(/C=C/C2C=CC=CC=2)=O)=CC=1.[Pd].[Pd]. The product is [CH3:26][O:25][C:20]1[C:21]([O:23][CH3:24])=[CH:22][C:11]2[C:10]3[C:15](=[C:16]([NH2:18])[N:17]=[C:8]([C:4]4[CH:5]=[N:6][CH:7]=[C:2]([O:35][C:32]5[CH:33]=[CH:34][C:29]([O:28][CH3:27])=[CH:30][CH:31]=5)[CH:3]=4)[CH:9]=3)[CH:14]=[N:13][C:12]=2[CH:19]=1. The yield is 0.0560. (4) The reactants are [CH3:1][C:2]1[S:3][C:4]([CH3:7])=[CH:5][N:6]=1.BrN1C(=O)CCC1=O.C1(C(OOC(=O)C2C=CC=CC=2)=O)C=CC=CC=1.[CH3:34][C:35]1[N:40]=[C:39]([SH:41])[N:38]=[C:37]([OH:42])[CH:36]=1. The catalyst is C(N(CC)CC)C.C(Cl)(Cl)(Cl)Cl. The product is [CH3:34][C:35]1[N:40]=[C:39]([S:41][CH2:1][C:2]2[S:3][C:4]([CH3:7])=[CH:5][N:6]=2)[N:38]=[C:37]([OH:42])[CH:36]=1. The yield is 0.400. (5) The product is [CH3:1][O:2][C:3]([CH:5]1[CH2:9][CH2:8][CH2:7][CH:6]1[C:10]1[CH:15]=[C:14]([O:16][CH2:17][O:18][CH3:19])[CH:13]=[C:12]([CH2:20][O:21][CH3:22])[C:11]=1[O:23][CH2:24][O:25][CH3:26])=[O:4]. The reactants are [CH3:1][O:2][C:3]([C:5]1[CH2:9][CH2:8][CH2:7][C:6]=1[C:10]1[CH:15]=[C:14]([O:16][CH2:17][O:18][CH3:19])[CH:13]=[C:12]([CH2:20][O:21][CH3:22])[C:11]=1[O:23][CH2:24][O:25][CH3:26])=[O:4]. The yield is 0.680. The catalyst is CCO. (6) The reactants are Cl.[NH2:2][CH2:3][C:4]1[CH:12]=[CH:11][CH:10]=[C:9]2[C:5]=1[C:6](=[O:22])[N:7]([CH:14]1[CH2:19][CH2:18][C:17](=[O:20])[NH:16][C:15]1=[O:21])[C:8]2=[O:13].[F:23][C:24]1[CH:32]=[CH:31][C:27]([C:28](Cl)=[O:29])=[CH:26][C:25]=1[C:33]([F:36])([F:35])[F:34].C(N(C(C)C)CC)(C)C. The catalyst is C(Cl)Cl. The product is [O:21]=[C:15]1[CH:14]([N:7]2[C:6](=[O:22])[C:5]3[C:9](=[CH:10][CH:11]=[CH:12][C:4]=3[CH2:3][NH:2][C:28](=[O:29])[C:27]3[CH:31]=[CH:32][C:24]([F:23])=[C:25]([C:33]([F:36])([F:34])[F:35])[CH:26]=3)[C:8]2=[O:13])[CH2:19][CH2:18][C:17](=[O:20])[NH:16]1. The yield is 0.790. (7) The catalyst is O1CCCC1.CC(C)[O-].CC(C)[O-].CC(C)[O-].CC(C)[O-].[Ti+4]. The product is [Si:1]([O:18][CH2:19][C:20]1([OH:22])[CH2:26][CH2:25]1)([C:14]([CH3:15])([CH3:17])[CH3:16])([C:8]1[CH:9]=[CH:10][CH:11]=[CH:12][CH:13]=1)[C:2]1[CH:7]=[CH:6][CH:5]=[CH:4][CH:3]=1. The reactants are [Si:1]([O:18][CH2:19][C:20]([O:22]CC)=O)([C:14]([CH3:17])([CH3:16])[CH3:15])([C:8]1[CH:13]=[CH:12][CH:11]=[CH:10][CH:9]=1)[C:2]1[CH:7]=[CH:6][CH:5]=[CH:4][CH:3]=1.[CH2:25]([Mg]Br)[CH3:26].[Cl-].[NH4+]. The yield is 1.00. (8) The reactants are O1[C:5]2([CH2:10][CH2:9][CH:8]([N:11]3[CH:15]=[C:14]([I:16])[CH:13]=[N:12]3)[CH2:7][CH2:6]2)[O:4]CC1.C1(C)C=CC(S([O-])(=O)=O)=CC=1.[NH+]1C=CC=CC=1. The catalyst is CC(C)=O.O. The product is [I:16][C:14]1[CH:13]=[N:12][N:11]([CH:8]2[CH2:7][CH2:6][C:5](=[O:4])[CH2:10][CH2:9]2)[CH:15]=1. The yield is 0.980. (9) The reactants are [Cl:1][C:2]1[CH:3]=[C:4]2[C:8](=[CH:9][CH:10]=1)[NH:7][CH:6]=[C:5]2[CH2:11][CH2:12][NH:13][C:14](=[O:22])[C:15]1[CH:20]=[CH:19][CH:18]=[C:17](I)[CH:16]=1.[Cl:23][C:24]1[CH:29]=[CH:28][CH:27]=[CH:26][C:25]=1B(O)O.C(=O)([O-])[O-].[Na+].[Na+]. The catalyst is C(COC)OC.O.C1C=CC([P]([Pd]([P](C2C=CC=CC=2)(C2C=CC=CC=2)C2C=CC=CC=2)([P](C2C=CC=CC=2)(C2C=CC=CC=2)C2C=CC=CC=2)[P](C2C=CC=CC=2)(C2C=CC=CC=2)C2C=CC=CC=2)(C2C=CC=CC=2)C2C=CC=CC=2)=CC=1. The product is [Cl:23][C:24]1[CH:29]=[CH:28][CH:27]=[CH:26][C:25]=1[C:17]1[CH:18]=[CH:19][CH:20]=[C:15]([C:14]([NH:13][CH2:12][CH2:11][C:5]2[C:4]3[C:8](=[CH:9][CH:10]=[C:2]([Cl:1])[CH:3]=3)[NH:7][CH:6]=2)=[O:22])[CH:16]=1. The yield is 0.700.